From a dataset of Forward reaction prediction with 1.9M reactions from USPTO patents (1976-2016). Predict the product of the given reaction. (1) Given the reactants [O:1]1[CH2:6][CH2:5][N:4]([C:7]2[CH:12]=[C:11]3[NH:13][CH2:14][C:15]4([CH2:20][CH2:19][O:18][CH2:17][CH2:16]4)[C:10]3=[CH:9][CH:8]=2)[CH2:3][CH2:2]1.Cl[C:22]1[C:31]2[C:26](=[CH:27][C:28]([F:32])=[CH:29][CH:30]=2)[N:25]=[C:24]([C:33]2[CH:38]=[CH:37][CH:36]=[CH:35][C:34]=2[S:39]([CH3:42])(=[O:41])=[O:40])[C:23]=1[CH3:43].Cl.O1CCOCC1, predict the reaction product. The product is: [F:32][C:28]1[CH:27]=[C:26]2[C:31]([C:22]([N:13]3[C:11]4[C:10](=[CH:9][CH:8]=[C:7]([N:4]5[CH2:3][CH2:2][O:1][CH2:6][CH2:5]5)[CH:12]=4)[C:15]4([CH2:20][CH2:19][O:18][CH2:17][CH2:16]4)[CH2:14]3)=[C:23]([CH3:43])[C:24]([C:33]3[CH:38]=[CH:37][CH:36]=[CH:35][C:34]=3[S:39]([CH3:42])(=[O:40])=[O:41])=[N:25]2)=[CH:30][CH:29]=1. (2) Given the reactants [OH-].[Na+].C([O:5][C:6]([C:8]1[C:9]2[S:17][CH:16]=[C:15]([CH2:18][O:19][C:20]3[CH:25]=[C:24]([C:26]4[O:27][C:28]([C:31]5[CH:36]=[CH:35][C:34]([Cl:37])=[CH:33][CH:32]=5)=[N:29][N:30]=4)[CH:23]=[CH:22][C:21]=3[CH3:38])[C:10]=2[C:11]([NH2:14])=[N:12][CH:13]=1)=[O:7])C, predict the reaction product. The product is: [NH2:14][C:11]1[C:10]2[C:15]([CH2:18][O:19][C:20]3[CH:25]=[C:24]([C:26]4[O:27][C:28]([C:31]5[CH:32]=[CH:33][C:34]([Cl:37])=[CH:35][CH:36]=5)=[N:29][N:30]=4)[CH:23]=[CH:22][C:21]=3[CH3:38])=[CH:16][S:17][C:9]=2[C:8]([C:6]([OH:7])=[O:5])=[CH:13][N:12]=1.